Dataset: Catalyst prediction with 721,799 reactions and 888 catalyst types from USPTO. Task: Predict which catalyst facilitates the given reaction. (1) Reactant: Cl.CCOCC.[CH2:7]([N:14]1[CH2:19][CH2:18][CH2:17][C:16]2([CH2:28][C:27](=[O:29])[C:26]3[C:21](=[CH:22][CH:23]=[C:24](/[CH:30]=[CH:31]/[C:32]([NH:34][O:35]C4CCCCO4)=[O:33])[CH:25]=3)[O:20]2)[CH2:15]1)[C:8]1[CH:13]=[CH:12][CH:11]=[CH:10][CH:9]=1. Product: [CH2:7]([N:14]1[CH2:19][CH2:18][CH2:17][C:16]2([CH2:28][C:27](=[O:29])[C:26]3[C:21](=[CH:22][CH:23]=[C:24](/[CH:30]=[CH:31]/[C:32]([NH:34][OH:35])=[O:33])[CH:25]=3)[O:20]2)[CH2:15]1)[C:8]1[CH:13]=[CH:12][CH:11]=[CH:10][CH:9]=1. The catalyst class is: 2. (2) Reactant: [NH2:1][CH2:2][CH2:3][N:4]1[CH:8]=[CH:7][C:6]([NH:9][C:10]([C:23]2[CH:28]=[CH:27][CH:26]=[CH:25][CH:24]=2)([C:17]2[CH:22]=[CH:21][CH:20]=[CH:19][CH:18]=2)[C:11]2[CH:16]=[CH:15][CH:14]=[CH:13][CH:12]=2)=[N:5]1.Cl[C:30]1[CH:35]=[CH:34][C:33]([N+:36]([O-:38])=[O:37])=[CH:32][N:31]=1.C(N(CC)CC)C. Product: [N+:36]([C:33]1[CH:34]=[CH:35][C:30]([NH:1][CH2:2][CH2:3][N:4]2[CH:8]=[CH:7][C:6]([NH:9][C:10]([C:23]3[CH:28]=[CH:27][CH:26]=[CH:25][CH:24]=3)([C:17]3[CH:18]=[CH:19][CH:20]=[CH:21][CH:22]=3)[C:11]3[CH:16]=[CH:15][CH:14]=[CH:13][CH:12]=3)=[N:5]2)=[N:31][CH:32]=1)([O-:38])=[O:37]. The catalyst class is: 9. (3) Reactant: [CH3:1][C:2]1[CH:7]=[C:6]([O:8][CH:9]2[CH2:14][CH2:13][O:12][CH2:11][CH2:10]2)[CH:5]=[CH:4][C:3]=1[C:15]1[C:19]2[CH:20]=[C:21]([CH2:24][O:25][C:26]3[N:31]=[CH:30][C:29]([CH:32]([C:37]#[C:38][CH3:39])[CH2:33][C:34]([OH:36])=[O:35])=[CH:28][CH:27]=3)[CH:22]=[CH:23][C:18]=2[S:17][CH:16]=1.CCCCCC. Product: [CH3:1][C:2]1[CH:7]=[C:6]([O:8][CH:9]2[CH2:14][CH2:13][O:12][CH2:11][CH2:10]2)[CH:5]=[CH:4][C:3]=1[C:15]1[C:19]2[CH:20]=[C:21]([CH2:24][O:25][C:26]3[N:31]=[CH:30][C:29]([C@H:32]([C:37]#[C:38][CH3:39])[CH2:33][C:34]([OH:36])=[O:35])=[CH:28][CH:27]=3)[CH:22]=[CH:23][C:18]=2[S:17][CH:16]=1.[CH3:1][C:2]1[CH:7]=[C:6]([O:8][CH:9]2[CH2:14][CH2:13][O:12][CH2:11][CH2:10]2)[CH:5]=[CH:4][C:3]=1[C:15]1[C:19]2[CH:20]=[C:21]([CH2:24][O:25][C:26]3[N:31]=[CH:30][C:29]([C@@H:32]([C:37]#[C:38][CH3:39])[CH2:33][C:34]([OH:36])=[O:35])=[CH:28][CH:27]=3)[CH:22]=[CH:23][C:18]=2[S:17][CH:16]=1. The catalyst class is: 14. (4) Reactant: [Br:1][C:2]1[CH:20]=[CH:19][C:5]2[N:6]=[C:7]([NH:9][C:10](=[O:18])[C:11]3[CH:16]=[CH:15][C:14]([CH3:17])=[CH:13][CH:12]=3)[S:8][C:4]=2[CH:3]=1.C(=O)([O-])[O-].[K+].[K+].Br[CH:28]([CH2:33][CH3:34])[C:29]([O:31][CH3:32])=[O:30]. Product: [Br:1][C:2]1[CH:20]=[CH:19][C:5]2[N:6]([CH:28]([CH2:33][CH3:34])[C:29]([O:31][CH3:32])=[O:30])[C:7](=[N:9][C:10](=[O:18])[C:11]3[CH:12]=[CH:13][C:14]([CH3:17])=[CH:15][CH:16]=3)[S:8][C:4]=2[CH:3]=1. The catalyst class is: 9. (5) Reactant: Cl.C(OC([N:9]1[C:13]2=[C:14]([NH:29][S:30]([C:33]3([CH2:36][CH:37]([OH:40])[CH2:38][OH:39])[CH2:35][CH2:34]3)(=[O:32])=[O:31])[C:15]([NH:20][C:21]3[CH:26]=[CH:25][C:24]([I:27])=[CH:23][C:22]=3[F:28])=[C:16]([CH3:19])[C:17](=[O:18])[N:12]2[CH2:11][CH2:10]1)=O)(C)(C)C.CO. Product: [F:28][C:22]1[CH:23]=[C:24]([I:27])[CH:25]=[CH:26][C:21]=1[NH:20][C:15]1[C:14]([NH:29][S:30]([C:33]2([CH2:36][CH:37]([OH:40])[CH2:38][OH:39])[CH2:34][CH2:35]2)(=[O:31])=[O:32])=[C:13]2[NH:9][CH2:10][CH2:11][N:12]2[C:17](=[O:18])[C:16]=1[CH3:19]. The catalyst class is: 396.